This data is from Reaction yield outcomes from USPTO patents with 853,638 reactions. The task is: Predict the reaction yield, written as a fraction of the theoretical maximum amount of product (1.0 means a 100% yield; for example, 0.34 means a 34% yield). (1) The reactants are C[Sn]1(C)[C:9]2[CH:8]=[CH:7][S:6][C:5]=2[C:4]2[S:10][CH:11]=[CH:12][C:3]1=2.Br[C:15](Br)=[CH:16][CH2:17][CH2:18][CH3:19]. The catalyst is C1COCC1.CC(C)([P](C(C)(C)C)([Pd][P](C(C)(C)C)(C(C)(C)C)C(C)(C)C)C(C)(C)C)C. The product is [CH:16](=[C:15]1[C:9]2[CH:8]=[CH:7][S:6][C:5]=2[C:4]2[S:10][CH:11]=[CH:12][C:3]1=2)[CH2:17][CH2:18][CH3:19]. The yield is 0.370. (2) The reactants are [F:1][C:2]1([F:17])[O:6][C:5]2[CH:7]=[CH:8][C:9]([C:11]3([C:14]([OH:16])=O)[CH2:13][CH2:12]3)=[CH:10][C:4]=2[O:3]1.S(Cl)(Cl)=O.[NH2:22][C:23]1[CH:24]=[C:25]2[C:29](=[CH:30][C:31]=1[F:32])[N:28]([CH2:33][C@@H:34]1[CH2:38][O:37][C:36]([CH3:40])([CH3:39])[O:35]1)[C:27]([C:41]([CH3:45])([CH3:44])[CH2:42][OH:43])=[CH:26]2.C(N(CC)CC)C. The catalyst is CN(C=O)C.ClCCl. The product is [F:17][C:2]1([F:1])[O:6][C:5]2[CH:7]=[CH:8][C:9]([C:11]3([C:14]([NH:22][C:23]4[CH:24]=[C:25]5[C:29](=[CH:30][C:31]=4[F:32])[N:28]([CH2:33][C@@H:34]4[CH2:38][O:37][C:36]([CH3:39])([CH3:40])[O:35]4)[C:27]([C:41]([CH3:45])([CH3:44])[CH2:42][OH:43])=[CH:26]5)=[O:16])[CH2:12][CH2:13]3)=[CH:10][C:4]=2[O:3]1. The yield is 1.00.